This data is from NCI-60 drug combinations with 297,098 pairs across 59 cell lines. The task is: Regression. Given two drug SMILES strings and cell line genomic features, predict the synergy score measuring deviation from expected non-interaction effect. (1) Drug 1: CC(C1=C(C=CC(=C1Cl)F)Cl)OC2=C(N=CC(=C2)C3=CN(N=C3)C4CCNCC4)N. Drug 2: CC1=C(C=C(C=C1)C(=O)NC2=CC(=CC(=C2)C(F)(F)F)N3C=C(N=C3)C)NC4=NC=CC(=N4)C5=CN=CC=C5. Cell line: SF-539. Synergy scores: CSS=3.76, Synergy_ZIP=-0.409, Synergy_Bliss=2.20, Synergy_Loewe=1.62, Synergy_HSA=1.48. (2) Drug 1: CC1=CC=C(C=C1)C2=CC(=NN2C3=CC=C(C=C3)S(=O)(=O)N)C(F)(F)F. Drug 2: C1CC(=O)NC(=O)C1N2C(=O)C3=CC=CC=C3C2=O. Cell line: TK-10. Synergy scores: CSS=-3.06, Synergy_ZIP=2.30, Synergy_Bliss=0.955, Synergy_Loewe=-2.00, Synergy_HSA=-2.95. (3) Drug 1: COC1=C(C=C2C(=C1)N=CN=C2NC3=CC(=C(C=C3)F)Cl)OCCCN4CCOCC4. Drug 2: C1=C(C(=O)NC(=O)N1)N(CCCl)CCCl. Cell line: NCI-H522. Synergy scores: CSS=43.4, Synergy_ZIP=-3.70, Synergy_Bliss=-3.97, Synergy_Loewe=2.56, Synergy_HSA=4.76.